This data is from Ames mutagenicity test results for genotoxicity prediction. The task is: Regression/Classification. Given a drug SMILES string, predict its toxicity properties. Task type varies by dataset: regression for continuous values (e.g., LD50, hERG inhibition percentage) or binary classification for toxic/non-toxic outcomes (e.g., AMES mutagenicity, cardiotoxicity, hepatotoxicity). Dataset: ames. The drug is CN1C(=O)C(O)CC1c1cccnc1. The result is 0 (non-mutagenic).